From a dataset of Reaction yield outcomes from USPTO patents with 853,638 reactions. Predict the reaction yield, written as a fraction of the theoretical maximum amount of product (1.0 means a 100% yield; for example, 0.34 means a 34% yield). (1) The reactants are [CH3:1][C:2]1[C:10]2[C:9]([C:11](OCC)=[O:12])=[CH:8][S:7][C:6]=2[CH:5]=[CH:4][CH:3]=1.[H-].[Al+3].[Li+].[H-].[H-].[H-].Cl. The catalyst is O1CCCC1. The product is [OH:12][CH2:11][C:9]1[C:10]2[C:2]([CH3:1])=[CH:3][CH:4]=[CH:5][C:6]=2[S:7][CH:8]=1. The yield is 0.960. (2) The reactants are [C:1]([C:3]1[CH:8]=[CH:7][C:6]([C@@H:9]2[CH2:11][C@H:10]2[C:12]([OH:14])=O)=[CH:5][CH:4]=1)#[N:2].[CH2:15](N(C(C)C)C(C)C)[CH3:16].CN(C(ON1N=[N:39][C:34]2[CH:35]=[CH:36][CH:37]=[N:38][C:33]1=2)=[N+](C)C)C.F[P-](F)(F)(F)(F)F.[CH3:48]O. The catalyst is CN(C=O)C.C(Cl)Cl. The product is [CH:37]1([N:38]2[CH2:33][CH2:34][N:39]([C:12]([C@@H:10]3[CH2:11][C@H:9]3[C:6]3[CH:5]=[CH:4][C:3]([C:1]#[N:2])=[CH:8][CH:7]=3)=[O:14])[CH2:16][CH2:15]2)[CH2:36][CH2:35][CH2:48]1. The yield is 0.688. (3) The reactants are [CH:1]1([CH:4]([N:11]2[CH:15]=[C:14]([C:16]3[N:21]4[CH:22]=[CH:23][N:24]=[C:20]4[CH:19]=[C:18]([C:25]4[CH:26]=[N:27][N:28]([CH3:30])[CH:29]=4)[N:17]=3)[CH:13]=[N:12]2)[CH2:5][C:6](OCC)=[O:7])[CH2:3][CH2:2]1.[Li+].[BH4-]. The catalyst is C1COCC1.C(O)C. The product is [CH:1]1([CH:4]([N:11]2[CH:15]=[C:14]([C:16]3[N:21]4[CH:22]=[CH:23][N:24]=[C:20]4[CH:19]=[C:18]([C:25]4[CH:26]=[N:27][N:28]([CH3:30])[CH:29]=4)[N:17]=3)[CH:13]=[N:12]2)[CH2:5][CH2:6][OH:7])[CH2:3][CH2:2]1. The yield is 0.440. (4) The reactants are C([O-])=O.[NH4+].C([N:12]1[CH2:17][CH2:16][CH:15]([C:18]([C:20]2[CH:28]=[CH:27][C:23]([C:24]([NH2:26])=[O:25])=[CH:22][CH:21]=2)=[O:19])[CH2:14][CH2:13]1)C1C=CC=CC=1. The catalyst is C(O)C.[Pd]. The product is [NH:12]1[CH2:17][CH2:16][CH:15]([C:18]([C:20]2[CH:21]=[CH:22][C:23]([C:24]([NH2:26])=[O:25])=[CH:27][CH:28]=2)=[O:19])[CH2:14][CH2:13]1.[OH:19][CH:18]([CH:15]1[CH2:14][CH2:13][NH:12][CH2:17][CH2:16]1)[C:20]1[CH:28]=[CH:27][C:23]([C:24]([NH2:26])=[O:25])=[CH:22][CH:21]=1. The yield is 0.140. (5) The reactants are [C:1]([O:5][C:6]([NH:8][C@H:9]([C:29](=[O:46])[CH2:30][CH:31](O)[C:32](=[O:44])[NH:33][C@H:34]1[C:43]2[C:38](=[CH:39][CH:40]=[CH:41][CH:42]=2)[CH2:37][CH2:36][CH2:35]1)[CH2:10][C:11]1[CH:28]=[CH:27][C:14]([O:15][CH2:16][C:17]2[CH:26]=[CH:25][C:20]([C:21]([O:23][CH3:24])=[O:22])=[CH:19][CH:18]=2)=[CH:13][CH:12]=1)=[O:7])([CH3:4])([CH3:3])[CH3:2].CS(Cl)(=O)=O. The catalyst is N1C=CC=CC=1.CCOC(C)=O. The product is [C:1]([O:5][C:6]([NH:8][C@H:9]([C:29](=[O:46])/[CH:30]=[CH:31]/[C:32](=[O:44])[NH:33][C@H:34]1[C:43]2[C:38](=[CH:39][CH:40]=[CH:41][CH:42]=2)[CH2:37][CH2:36][CH2:35]1)[CH2:10][C:11]1[CH:28]=[CH:27][C:14]([O:15][CH2:16][C:17]2[CH:26]=[CH:25][C:20]([C:21]([O:23][CH3:24])=[O:22])=[CH:19][CH:18]=2)=[CH:13][CH:12]=1)=[O:7])([CH3:4])([CH3:2])[CH3:3]. The yield is 0.520. (6) The reactants are [F:1][C:2]1[CH:7]=[CH:6][CH:5]=[C:4]([O:8][C:9]2[CH:14]=[CH:13][C:12]([N+:15]([O-])=O)=[CH:11][CH:10]=2)[C:3]=1[F:18].O.NN. The catalyst is CO.[Ni]. The product is [F:18][C:3]1[C:2]([F:1])=[CH:7][CH:6]=[CH:5][C:4]=1[O:8][C:9]1[CH:10]=[CH:11][C:12]([NH2:15])=[CH:13][CH:14]=1. The yield is 0.870.